This data is from Reaction yield outcomes from USPTO patents with 853,638 reactions. The task is: Predict the reaction yield, written as a fraction of the theoretical maximum amount of product (1.0 means a 100% yield; for example, 0.34 means a 34% yield). (1) The yield is 0.850. The product is [ClH:1].[Cl:1][C:2]1[C:3]([N:17]2[CH2:22][CH2:21][CH2:20][C@@H:19]([NH:23][CH3:24])[CH2:18]2)=[C:4]2[C:10]([NH:11][C:12]([CH:14]3[CH2:15][CH2:16]3)=[O:13])=[CH:9][NH:8][C:5]2=[N:6][CH:7]=1. The reactants are [Cl:1][C:2]1[C:3]([N:17]2[CH2:22][CH2:21][CH2:20][C@@H:19]([N:23](C)[C:24](=O)OC(C)(C)C)[CH2:18]2)=[C:4]2[C:10]([NH:11][C:12]([CH:14]3[CH2:16][CH2:15]3)=[O:13])=[CH:9][NH:8][C:5]2=[N:6][CH:7]=1.C(O)(C(F)(F)F)=O. The catalyst is C(Cl)Cl. (2) The reactants are C(=O)([O-])[O-].[Na+].[Na+].CC1(C)C(C)(C)OB([C:15]2[CH:16]=[CH:17][C:18]([N:21]3[CH2:26][CH2:25][N:24]([C:27]([O:29][C:30]([CH3:33])([CH3:32])[CH3:31])=[O:28])[CH2:23][CH2:22]3)=[N:19][CH:20]=2)O1.Br[C:36]1[CH:37]=[N:38][C:39]([NH2:42])=[N:40][CH:41]=1. The product is [NH2:42][C:39]1[N:40]=[CH:41][C:36]([C:15]2[CH:16]=[CH:17][C:18]([N:21]3[CH2:22][CH2:23][N:24]([C:27]([O:29][C:30]([CH3:31])([CH3:32])[CH3:33])=[O:28])[CH2:25][CH2:26]3)=[N:19][CH:20]=2)=[CH:37][N:38]=1. The catalyst is O.C(O)C.C1(C)C=CC=CC=1.CCOC(C)=O.C1C=CC([P]([Pd]([P](C2C=CC=CC=2)(C2C=CC=CC=2)C2C=CC=CC=2)([P](C2C=CC=CC=2)(C2C=CC=CC=2)C2C=CC=CC=2)[P](C2C=CC=CC=2)(C2C=CC=CC=2)C2C=CC=CC=2)(C2C=CC=CC=2)C2C=CC=CC=2)=CC=1. The yield is 0.639. (3) The reactants are Br[C:2]1[N:9]=[CH:8][CH:7]=[C:6]([Cl:10])[C:3]=1[CH:4]=[O:5].[C:11]1(=[O:24])[C:16]2[CH:17]=[C:18]3[N:23]([C:15]=2[CH2:14][CH2:13][NH:12]1)[CH2:22][CH2:21][CH2:20][CH2:19]3.CC1(C)C2C(=C(P(C3C=CC=CC=3)C3C=CC=CC=3)C=CC=2)OC2C(P(C3C=CC=CC=3)C3C=CC=CC=3)=CC=CC1=2.C(=O)([O-])[O-].[K+].[K+]. The catalyst is C1C=CC(/C=C/C(/C=C/C2C=CC=CC=2)=O)=CC=1.C1C=CC(/C=C/C(/C=C/C2C=CC=CC=2)=O)=CC=1.C1C=CC(/C=C/C(/C=C/C2C=CC=CC=2)=O)=CC=1.[Pd].[Pd].O1CCOCC1. The product is [Cl:10][C:6]1[C:3]([CH:4]=[O:5])=[C:2]([N:12]2[CH2:13][CH2:14][C:15]3[N:23]4[C:18]([CH2:19][CH2:20][CH2:21][CH2:22]4)=[CH:17][C:16]=3[C:11]2=[O:24])[N:9]=[CH:8][CH:7]=1. The yield is 0.500. (4) The reactants are [NH2:1][C:2]1[CH:10]=[C:9]2[C:5]([C:6]([C:11]3[CH:16]=[CH:15][N:14]=[C:13]([CH3:17])[CH:12]=3)=[N:7][NH:8]2)=[CH:4][C:3]=1[C:18]([NH:20][CH2:21][C:22]1[CH:27]=[CH:26][CH:25]=[C:24]([Cl:28])[CH:23]=1)=[O:19].CCN(CC)CC.C1N=CN([C:41](N2C=NC=C2)=[O:42])C=1. The catalyst is C(Cl)Cl. The yield is 0.530. The product is [Cl:28][C:24]1[CH:23]=[C:22]([CH:27]=[CH:26][CH:25]=1)[CH2:21][N:20]1[C:18](=[O:19])[C:3]2[C:2](=[CH:10][C:9]3[NH:8][N:7]=[C:6]([C:11]4[CH:16]=[CH:15][N:14]=[C:13]([CH3:17])[CH:12]=4)[C:5]=3[CH:4]=2)[NH:1][C:41]1=[O:42].